Dataset: Reaction yield outcomes from USPTO patents with 853,638 reactions. Task: Predict the reaction yield, written as a fraction of the theoretical maximum amount of product (1.0 means a 100% yield; for example, 0.34 means a 34% yield). (1) The reactants are C([N:8]1[CH2:13][CH2:12][C:11]2[NH:14][N:15]=[C:16]([C:17]3[NH:18][C:19]4[C:20]([N:33]=3)=[CH:21][C:22]3[C:23]([CH3:32])([CH3:31])[C:24](=[O:30])[N:25]([CH2:28][CH3:29])[C:26]=3[CH:27]=4)[C:10]=2[CH2:9]1)C1C=CC=CC=1. The catalyst is CO.O1CCCC1.[Pd]. The product is [CH2:28]([N:25]1[C:26]2[CH:27]=[C:19]3[NH:18][C:17]([C:16]4[C:10]5[CH2:9][NH:8][CH2:13][CH2:12][C:11]=5[NH:14][N:15]=4)=[N:33][C:20]3=[CH:21][C:22]=2[C:23]([CH3:32])([CH3:31])[C:24]1=[O:30])[CH3:29]. The yield is 0.650. (2) The catalyst is CN(C)C1C=CN=CC=1.N1C=CC=CC=1. The reactants are [S:1]1[C:5]([C:6]2[C:7]([NH2:26])=[N:8][CH:9]=[C:10]([C:12]3[CH:17]=[CH:16][C:15]([O:18][Si:19]([C:22]([CH3:25])([CH3:24])[CH3:23])([CH3:21])[CH3:20])=[CH:14][CH:13]=3)[N:11]=2)=[CH:4][C:3]2[CH:27]=[CH:28][CH:29]=[CH:30][C:2]1=2.[Si:31]([O:38][C:39]1[CH:44]=[CH:43][C:42]([CH2:45][C:46](Cl)=[O:47])=[CH:41][CH:40]=1)([C:34]([CH3:37])([CH3:36])[CH3:35])([CH3:33])[CH3:32].O. The yield is 0.370. The product is [S:1]1[C:5]([C:6]2[C:7]([NH:26][C:46](=[O:47])[CH2:45][C:42]3[CH:41]=[CH:40][C:39]([O:38][Si:31]([C:34]([CH3:36])([CH3:35])[CH3:37])([CH3:32])[CH3:33])=[CH:44][CH:43]=3)=[N:8][CH:9]=[C:10]([C:12]3[CH:13]=[CH:14][C:15]([O:18][Si:19]([C:22]([CH3:25])([CH3:24])[CH3:23])([CH3:21])[CH3:20])=[CH:16][CH:17]=3)[N:11]=2)=[CH:4][C:3]2[CH:27]=[CH:28][CH:29]=[CH:30][C:2]1=2. (3) The reactants are [Br:1][C:2]1[CH:3]=[C:4]([CH:10]=O)[C:5]([CH:8]=O)=[CH:6][CH:7]=1.C(O[N:19]([CH2:22][CH3:23])CC)(=O)CC([O-])=O.[O-:24][CH2:25][CH3:26].[Na+].C([OH:30])C. No catalyst specified. The product is [CH2:25]([O:24][C:23]([C:22]1[N:19]=[CH:10][C:4]2[C:5]([CH:8]=1)=[CH:6][CH:7]=[C:2]([Br:1])[CH:3]=2)=[O:30])[CH3:26]. The yield is 0.780. (4) The catalyst is C(O)C. The yield is 0.0180. The product is [CH2:14]([O:13][C:11]([C:10]1[CH:9]=[N:1][C:2]2[N:4]([CH:5]=[CH:6][N:7]=2)[N:3]=1)=[O:12])[CH3:15]. The reactants are [NH2:1][C:2]1[N:3]=[N:4][CH:5]=[CH:6][N:7]=1.Br[CH2:9][C:10](=O)[C:11]([O:13][CH2:14][CH3:15])=[O:12]. (5) The reactants are Cl.[C:2]([O:6][C:7](=[O:21])[CH2:8][O:9][C:10]1[C:19]2[CH2:18][CH2:17][CH2:16][C@@H:15]([NH2:20])[C:14]=2[CH:13]=[CH:12][CH:11]=1)([CH3:5])([CH3:4])[CH3:3].[Br:22][C:23]1[CH:24]=[C:25]([S:33](Cl)(=[O:35])=[O:34])[CH:26]=[C:27]([C:29]([F:32])([F:31])[F:30])[CH:28]=1. No catalyst specified. The product is [C:2]([O:6][C:7](=[O:21])[CH2:8][O:9][C:10]1[C:19]2[CH2:18][CH2:17][CH2:16][C@@H:15]([NH:20][S:33]([C:25]3[CH:26]=[C:27]([C:29]([F:30])([F:31])[F:32])[CH:28]=[C:23]([Br:22])[CH:24]=3)(=[O:35])=[O:34])[C:14]=2[CH:13]=[CH:12][CH:11]=1)([CH3:5])([CH3:3])[CH3:4]. The yield is 0.660. (6) The reactants are [CH2:1]([O:8][C@H:9]([C@@H:12]([C@@H:21]([CH2:23][O:24][CH2:25][C:26]1[CH:31]=[CH:30][CH:29]=[CH:28][CH:27]=1)[OH:22])[O:13][CH2:14][C:15]1[CH:20]=[CH:19][CH:18]=[CH:17][CH:16]=1)[CH2:10][OH:11])[C:2]1[CH:7]=[CH:6][CH:5]=[CH:4][CH:3]=1.[Si:32](Cl)([C:45]([CH3:48])([CH3:47])[CH3:46])([C:39]1[CH:44]=[CH:43][CH:42]=[CH:41][CH:40]=1)[C:33]1[CH:38]=[CH:37][CH:36]=[CH:35][CH:34]=1. The catalyst is N1C=CC=CC=1. The product is [CH2:1]([O:8][C@H:9]([C@@H:12]([C@@H:21]([CH2:23][O:24][CH2:25][C:26]1[CH:27]=[CH:28][CH:29]=[CH:30][CH:31]=1)[OH:22])[O:13][CH2:14][C:15]1[CH:16]=[CH:17][CH:18]=[CH:19][CH:20]=1)[CH2:10][O:11][Si:32]([C:45]([CH3:48])([CH3:47])[CH3:46])([C:39]1[CH:40]=[CH:41][CH:42]=[CH:43][CH:44]=1)[C:33]1[CH:38]=[CH:37][CH:36]=[CH:35][CH:34]=1)[C:2]1[CH:7]=[CH:6][CH:5]=[CH:4][CH:3]=1. The yield is 0.980.